This data is from Reaction yield outcomes from USPTO patents with 853,638 reactions. The task is: Predict the reaction yield, written as a fraction of the theoretical maximum amount of product (1.0 means a 100% yield; for example, 0.34 means a 34% yield). The yield is 0.940. The reactants are F[C:2]1[CH:7]=[CH:6][C:5]([C:8]2[CH2:12][C:11]([C:17]3[CH:22]=[C:21]([Cl:23])[CH:20]=[C:19]([Cl:24])[CH:18]=3)([C:13]([F:16])([F:15])[F:14])[O:10][N:9]=2)=[CH:4][C:3]=1[N+:25]([O-:27])=[O:26].[NH:28]1[CH:32]=[N:31][CH:30]=[N:29]1.C(=O)([O-])[O-].[K+].[K+].O. The catalyst is CN(C=O)C.C(OCC)(=O)C. The product is [Cl:24][C:19]1[CH:18]=[C:17]([C:11]2([C:13]([F:16])([F:15])[F:14])[O:10][N:9]=[C:8]([C:5]3[CH:6]=[CH:7][C:2]([N:28]4[CH:32]=[N:31][CH:30]=[N:29]4)=[C:3]([N+:25]([O-:27])=[O:26])[CH:4]=3)[CH2:12]2)[CH:22]=[C:21]([Cl:23])[CH:20]=1.